Dataset: Reaction yield outcomes from USPTO patents with 853,638 reactions. Task: Predict the reaction yield, written as a fraction of the theoretical maximum amount of product (1.0 means a 100% yield; for example, 0.34 means a 34% yield). The reactants are Br[C:2]1[CH:3]=[C:4]2[C:9](=[CH:10][CH:11]=1)[NH:8][CH2:7][CH:6]([CH2:12][CH3:13])[CH2:5]2.[CH3:14][N:15]1[CH:19]=[C:18](B2OC(C)(C)C(C)(C)O2)[CH:17]=[N:16]1.C([O-])([O-])=O.[K+].[K+]. The catalyst is O1CCOCC1.O.C1C=CC(P(C2C=CC=CC=2)[C-]2C=CC=C2)=CC=1.C1C=CC(P(C2C=CC=CC=2)[C-]2C=CC=C2)=CC=1.Cl[Pd]Cl.[Fe+2]. The product is [CH2:12]([CH:6]1[CH2:5][C:4]2[C:9](=[CH:10][CH:11]=[C:2]([C:18]3[CH:17]=[N:16][N:15]([CH3:14])[CH:19]=3)[CH:3]=2)[NH:8][CH2:7]1)[CH3:13]. The yield is 0.460.